Dataset: Full USPTO retrosynthesis dataset with 1.9M reactions from patents (1976-2016). Task: Predict the reactants needed to synthesize the given product. Given the product [C:1]([C:5]1[N:9]([CH2:10][CH:11]2[CH2:16][CH2:15][C:14]([F:18])([F:17])[CH2:13][CH2:12]2)[C:8]2[CH:19]=[CH:20][C:21]([S:23]([N:27]3[CH:31]=[CH:30][CH:29]=[N:28]3)(=[O:25])=[O:24])=[CH:22][C:7]=2[N:6]=1)([CH3:4])([CH3:3])[CH3:2], predict the reactants needed to synthesize it. The reactants are: [C:1]([C:5]1[N:9]([CH2:10][CH:11]2[CH2:16][CH2:15][C:14]([F:18])([F:17])[CH2:13][CH2:12]2)[C:8]2[CH:19]=[CH:20][C:21]([S:23](Cl)(=[O:25])=[O:24])=[CH:22][C:7]=2[N:6]=1)([CH3:4])([CH3:3])[CH3:2].[NH:27]1[CH:31]=[CH:30][CH:29]=[N:28]1.